Dataset: CYP1A2 inhibition data for predicting drug metabolism from PubChem BioAssay. Task: Regression/Classification. Given a drug SMILES string, predict its absorption, distribution, metabolism, or excretion properties. Task type varies by dataset: regression for continuous measurements (e.g., permeability, clearance, half-life) or binary classification for categorical outcomes (e.g., BBB penetration, CYP inhibition). Dataset: cyp1a2_veith. (1) The drug is COc1cccc2c1OC1(C)CC2/C(=C(\C)O)C(=O)N1. The result is 0 (non-inhibitor). (2) The molecule is O=C(Nc1ccc([N+](=O)[O-])cc1)/C(=C/c1cccc([N+](=O)[O-])c1)NC(=O)C1CCCCC1. The result is 0 (non-inhibitor). (3) The compound is CC(C)CCNc1ncnc2[nH]ncc12. The result is 1 (inhibitor). (4) The compound is COc1ccccc1NC(=O)c1ccc(-n2cccn2)nc1. The result is 1 (inhibitor). (5) The drug is CC(C)NC(=O)c1noc2cc([N+](=O)[O-])ccc12. The result is 1 (inhibitor). (6) The molecule is CCCCC1(C)OC(=O)C(=Cc2ccc(N(CC)CC)cc2)C(=O)O1. The result is 1 (inhibitor). (7) The compound is C/C(=N/O)[C@@H]1C[C@H](CC(=O)O)C1(C)C. The result is 0 (non-inhibitor). (8) The molecule is Cc1ccc(S(=O)(=O)NNc2ccccc2)cc1. The result is 1 (inhibitor).